Regression. Given a peptide amino acid sequence and an MHC pseudo amino acid sequence, predict their binding affinity value. This is MHC class I binding data. From a dataset of Peptide-MHC class I binding affinity with 185,985 pairs from IEDB/IMGT. (1) The peptide sequence is AHYNIVTFC. The MHC is H-2-Db with pseudo-sequence H-2-Db. The binding affinity (normalized) is 0.0230. (2) The peptide sequence is FQRTFSIPL. The MHC is HLA-A24:02 with pseudo-sequence HLA-A24:02. The binding affinity (normalized) is 0.00580.